Dataset: Reaction yield outcomes from USPTO patents with 853,638 reactions. Task: Predict the reaction yield, written as a fraction of the theoretical maximum amount of product (1.0 means a 100% yield; for example, 0.34 means a 34% yield). (1) The reactants are [H-].[Na+].[Br:3][C:4]1[CH:9]=[CH:8][N:7]=[C:6]2[NH:10][CH:11]=[CH:12][C:5]=12.Cl[Si:14]([CH:21]([CH3:23])[CH3:22])([CH:18]([CH3:20])[CH3:19])[CH:15]([CH3:17])[CH3:16]. The catalyst is C1COCC1. The product is [Br:3][C:4]1[CH:9]=[CH:8][N:7]=[C:6]2[N:10]([Si:14]([CH:21]([CH3:23])[CH3:22])([CH:18]([CH3:20])[CH3:19])[CH:15]([CH3:17])[CH3:16])[CH:11]=[CH:12][C:5]=12. The yield is 0.840. (2) The reactants are Br[CH2:2][CH:3]([C:5]1[CH:10]=[CH:9][N:8]=[C:7]([C:11]2[C:12]3[CH:19]=[CH:18][CH:17]=[C:16]([F:20])[C:13]=3[S:14][CH:15]=2)[N:6]=1)[OH:4].[NH3:21]. The catalyst is CCO.CC(=O)OCC. The product is [NH2:21][CH2:2][CH:3]([C:5]1[CH:10]=[CH:9][N:8]=[C:7]([C:11]2[C:12]3[CH:19]=[CH:18][CH:17]=[C:16]([F:20])[C:13]=3[S:14][CH:15]=2)[N:6]=1)[OH:4]. The yield is 0.920. (3) The reactants are CC1[N:3]([C:8]2[CH:18]=[C:11]3[CH:12]([CH3:17])[N:13]([CH3:16])[CH2:14][CH2:15][N:10]3[N:9]=2)C(C)=CC=1.NO.Cl. The catalyst is C(O)C. The product is [CH3:17][CH:12]1[N:13]([CH3:16])[CH2:14][CH2:15][N:10]2[N:9]=[C:8]([NH2:3])[CH:18]=[C:11]12. The yield is 0.190. (4) The reactants are [CH3:1][C:2]1[N:11]([C:12]2[CH:17]=[CH:16][C:15]([O:18][CH:19]3[CH2:24][CH2:23][NH:22][CH2:21][CH2:20]3)=[CH:14][CH:13]=2)[C:10](=[O:25])[C:9]2[C:4](=[CH:5][CH:6]=[CH:7][CH:8]=2)[N:3]=1.[CH2:26](I)[CH3:27].C(=O)([O-])[O-].[K+].[K+]. The catalyst is CN(C)C=O. The product is [CH2:26]([N:22]1[CH2:23][CH2:24][CH:19]([O:18][C:15]2[CH:14]=[CH:13][C:12]([N:11]3[C:10](=[O:25])[C:9]4[C:4](=[CH:5][CH:6]=[CH:7][CH:8]=4)[N:3]=[C:2]3[CH3:1])=[CH:17][CH:16]=2)[CH2:20][CH2:21]1)[CH3:27]. The yield is 0.460. (5) The reactants are C[O:2][C:3](=[O:24])[C:4]1[CH:9]=[CH:8][CH:7]=[C:6]([C:10]2[N:11]=[N:12][N:13]([CH2:15][C:16]3[CH:21]=[CH:20][C:19]([O:22][CH3:23])=[CH:18][CH:17]=3)[N:14]=2)[CH:5]=1.O.[OH-].[Li+]. The catalyst is O1CCCC1. The product is [CH3:23][O:22][C:19]1[CH:18]=[CH:17][C:16]([CH2:15][N:13]2[N:12]=[N:11][C:10]([C:6]3[CH:5]=[C:4]([CH:9]=[CH:8][CH:7]=3)[C:3]([OH:24])=[O:2])=[N:14]2)=[CH:21][CH:20]=1. The yield is 1.00.